Dataset: Peptide-MHC class I binding affinity with 185,985 pairs from IEDB/IMGT. Task: Regression. Given a peptide amino acid sequence and an MHC pseudo amino acid sequence, predict their binding affinity value. This is MHC class I binding data. (1) The peptide sequence is KRFQPFQQF. The MHC is HLA-B40:01 with pseudo-sequence HLA-B40:01. The binding affinity (normalized) is 0.0847. (2) The peptide sequence is AMLCMFIPSV. The MHC is H-2-Kb with pseudo-sequence H-2-Kb. The binding affinity (normalized) is 0.104. (3) The peptide sequence is KQIVQRHLV. The MHC is HLA-B27:05 with pseudo-sequence HLA-B27:05. The binding affinity (normalized) is 0.185. (4) The peptide sequence is VVVQIDPEY. The MHC is HLA-A33:01 with pseudo-sequence HLA-A33:01. The binding affinity (normalized) is 0. (5) The peptide sequence is TPEQKAYVPA. The MHC is HLA-B07:02 with pseudo-sequence HLA-B07:02. The binding affinity (normalized) is 0.342. (6) The peptide sequence is DMPSLSNGLI. The MHC is HLA-A02:01 with pseudo-sequence HLA-A02:01. The binding affinity (normalized) is 0.0139. (7) The peptide sequence is WTALMFAAY. The MHC is HLA-A02:19 with pseudo-sequence HLA-A02:19. The binding affinity (normalized) is 0.0847. (8) The peptide sequence is RVLKMVEPW. The MHC is HLA-B57:01 with pseudo-sequence HLA-B57:01. The binding affinity (normalized) is 0.738. (9) The peptide sequence is AMFIGHATA. The MHC is HLA-A26:01 with pseudo-sequence HLA-A26:01. The binding affinity (normalized) is 0.0847. (10) The peptide sequence is VARGARFFL. The MHC is HLA-B58:01 with pseudo-sequence HLA-B58:01. The binding affinity (normalized) is 0.0847.